This data is from Forward reaction prediction with 1.9M reactions from USPTO patents (1976-2016). The task is: Predict the product of the given reaction. (1) Given the reactants [H-].[Al+3].[Li+].[H-].[H-].[H-].[CH2:7]([O:14][C:15]1[CH:24]=[C:18]2[C:19](=O)[NH:20][CH2:21][CH2:22][N:17]2[N:16]=1)[C:8]1[CH:13]=[CH:12][CH:11]=[CH:10][CH:9]=1, predict the reaction product. The product is: [CH2:7]([O:14][C:15]1[CH:24]=[C:18]2[CH2:19][NH:20][CH2:21][CH2:22][N:17]2[N:16]=1)[C:8]1[CH:9]=[CH:10][CH:11]=[CH:12][CH:13]=1. (2) Given the reactants [C-]#[N:2].[Na+].[NH2:4][C:5]1[CH:10]=[CH:9][C:8]([CH3:11])=[CH:7][CH:6]=1.[C:12]1(=O)[CH2:18][CH2:17][CH2:16][CH2:15][CH2:14][CH2:13]1.C(OCC)(=O)C, predict the reaction product. The product is: [CH3:11][C:8]1[CH:9]=[CH:10][C:5]([NH:4][C:14]2([C:13]#[N:2])[CH2:15][CH2:16][CH2:17][CH2:18][CH2:12]2)=[CH:6][CH:7]=1. (3) Given the reactants C[O:2][C:3](=[O:43])[CH:4]([NH:15][C:16](=[O:42])[C:17]1[CH:22]=[CH:21][C:20]([CH:23]2[CH2:28][CH2:27][CH2:26][CH:25]([NH:29][CH:30]([C:32]3[C:41]4[C:36](=[CH:37][CH:38]=[CH:39][CH:40]=4)[CH:35]=[CH:34][CH:33]=3)[CH3:31])[CH2:24]2)=[CH:19][CH:18]=1)[CH2:5][C:6]1[C:14]2[C:9](=[CH:10][CH:11]=[CH:12][CH:13]=2)[NH:8][CH:7]=1.COC(=O)[C@H](NC(=O)C1C=CC([C@H]2CCC[C@H](N[C@@H](C3C4C(=CC=CC=4)C=CC=3)C)C2)=CC=1)CC1C2C(=CC=CC=2)NC=1, predict the reaction product. The product is: [NH:8]1[C:9]2[C:14](=[CH:13][CH:12]=[CH:11][CH:10]=2)[C:6]([CH2:5][C@@H:4]([NH:15][C:16](=[O:42])[C:17]2[CH:18]=[CH:19][C:20]([C@H:23]3[CH2:28][CH2:27][CH2:26][C@H:25]([NH:29][C@@H:30]([C:32]4[C:41]5[C:36](=[CH:37][CH:38]=[CH:39][CH:40]=5)[CH:35]=[CH:34][CH:33]=4)[CH3:31])[CH2:24]3)=[CH:21][CH:22]=2)[C:3]([OH:43])=[O:2])=[CH:7]1. (4) Given the reactants Cl.[OH:2][CH2:3][C:4]1[CH:9]=[C:8]([C:10]([F:13])([F:12])[F:11])[N:7]=[C:6]([O:14][CH:15]2[CH2:20][CH2:19][N:18](C(OC(C)(C)C)=O)[CH2:17][CH2:16]2)[CH:5]=1.[OH-].[Na+], predict the reaction product. The product is: [NH:18]1[CH2:19][CH2:20][CH:15]([O:14][C:6]2[CH:5]=[C:4]([CH2:3][OH:2])[CH:9]=[C:8]([C:10]([F:12])([F:11])[F:13])[N:7]=2)[CH2:16][CH2:17]1. (5) The product is: [Cl-:12].[Br:1][C:2]1[CH:3]=[C:4]2[N:10]=[C:9]([CH2:11][P+:19]([CH2:20][CH2:21][CH2:22][CH3:23])([CH2:26][CH2:27][CH2:28][CH3:29])[CH2:13][CH2:14][CH2:15][CH3:16])[NH:8][C:5]2=[N:6][CH:7]=1. Given the reactants [Br:1][C:2]1[CH:3]=[C:4]2[N:10]=[C:9]([CH2:11][Cl:12])[NH:8][C:5]2=[N:6][CH:7]=1.[C:13]1([P:19]([C:26]2C=C[CH:29]=[CH:28][CH:27]=2)[C:20]2C=C[CH:23]=[CH:22][CH:21]=2)C=C[CH:16]=[CH:15][CH:14]=1, predict the reaction product. (6) Given the reactants Cl[CH2:2][C:3]1[C:4]([C:19]([NH:21][C@@H:22]2[CH2:27][CH2:26][CH2:25][C@H:24]([OH:28])[CH2:23]2)=[O:20])=[N:5][O:6][C:7]=1[C:8]1[CH:13]=[CH:12][C:11]([C:14]([F:17])([F:16])[F:15])=[C:10]([F:18])[CH:9]=1.CCN(C(C)C)C(C)C.[CH:38]1([CH2:41][CH2:42][NH2:43])[CH2:40][CH2:39]1, predict the reaction product. The product is: [CH:38]1([CH2:41][CH2:42][NH:43][CH2:2][C:3]2[C:4]([C:19]([NH:21][C@@H:22]3[CH2:27][CH2:26][CH2:25][C@H:24]([OH:28])[CH2:23]3)=[O:20])=[N:5][O:6][C:7]=2[C:8]2[CH:13]=[CH:12][C:11]([C:14]([F:17])([F:16])[F:15])=[C:10]([F:18])[CH:9]=2)[CH2:40][CH2:39]1. (7) Given the reactants C([O:8][CH2:9][C:10]([CH2:23][O:24]CC1C=CC=CC=1)([CH2:14][O:15]CC1C=CC=CC=1)[C:11](O)=[O:12])C1C=CC=CC=1.[OH:32][CH2:33][C@H:34]1[O:38][C:37](=[O:39])[N:36]([C:40]2[CH:49]=[C:48]3[C:43]([CH:44]=[C:45]([C:51]4[CH:56]=[CH:55][CH:54]=[CH:53][C:52]=4[C:57]([F:60])([F:59])[F:58])[NH:46][C:47]3=[O:50])=[CH:42][CH:41]=2)[CH2:35]1.[H][H], predict the reaction product. The product is: [OH:12][CH2:11][C:10]([CH2:23][OH:24])([CH2:14][OH:15])[C:9]([O:32][CH2:33][C@H:34]1[O:38][C:37](=[O:39])[N:36]([C:40]2[CH:49]=[C:48]3[C:43]([CH:44]=[C:45]([C:51]4[CH:56]=[CH:55][CH:54]=[CH:53][C:52]=4[C:57]([F:59])([F:58])[F:60])[NH:46][C:47]3=[O:50])=[CH:42][CH:41]=2)[CH2:35]1)=[O:8]. (8) Given the reactants [Cl:1][C:2]1[C:11]2[C:6](=[CH:7][CH:8]=[CH:9][CH:10]=2)[CH:5]=[C:4]([CH3:12])[C:3]=1[CH:13]=[CH2:14].ClC1C=C(C=CC=1)C(OO)=[O:20], predict the reaction product. The product is: [Cl:1][C:2]1[C:11]2[C:6](=[CH:7][CH:8]=[CH:9][CH:10]=2)[CH:5]=[C:4]([CH3:12])[C:3]=1[CH:13]1[CH2:14][O:20]1. (9) Given the reactants [C:1]([O:5][C:6]([N:8]1[CH2:20][CH2:19][C:18]2[C:17]3[C:12](=[CH:13][CH:14]=[C:15]([O:21][Si:22]([CH:29]([CH3:31])[CH3:30])([CH:26]([CH3:28])[CH3:27])[CH:23]([CH3:25])[CH3:24])[CH:16]=3)[NH:11][C:10]=2[CH2:9]1)=[O:7])([CH3:4])([CH3:3])[CH3:2].[CH3:32]C(C)([O-])C.[K+].C1OCCOCCOCCOCCOCCOC1.IC.N1C2C(=CC=CC=2)C=C1, predict the reaction product. The product is: [C:1]([O:5][C:6]([N:8]1[CH2:20][CH2:19][C:18]2[C:17]3[C:12](=[CH:13][CH:14]=[C:15]([O:21][Si:22]([CH:23]([CH3:24])[CH3:25])([CH:26]([CH3:28])[CH3:27])[CH:29]([CH3:31])[CH3:30])[CH:16]=3)[N:11]([CH3:32])[C:10]=2[CH2:9]1)=[O:7])([CH3:3])([CH3:4])[CH3:2]. (10) Given the reactants FC(F)(F)S(O[C:7]1[CH:16]=[C:15]2[C:10]([C:11]([NH:19][C:20]3[CH:25]=[C:24]([O:26][CH3:27])[C:23]([Cl:28])=[CH:22][C:21]=3[Cl:29])=[C:12]([C:17]#[N:18])[CH:13]=[N:14]2)=[CH:9][C:8]=1[O:30][CH3:31])(=O)=O.C([Sn](CCCC)(CCCC)/[C:39](/[CH2:51][CH2:52][CH2:53][CH2:54][CH3:55])=[CH:40]/[CH2:41][CH2:42][CH2:43][CH2:44][N:45]1[CH2:50][CH2:49][O:48][CH2:47][CH2:46]1)CCC, predict the reaction product. The product is: [Cl:29][C:21]1[CH:22]=[C:23]([Cl:28])[C:24]([O:26][CH3:27])=[CH:25][C:20]=1[NH:19][C:11]1[C:10]2[C:15](=[CH:16][C:7](/[CH:55]=[CH:54]/[CH2:53][CH2:52][CH2:51][CH2:39][CH2:40][CH2:41][CH2:42][CH2:43][CH2:44][N:45]3[CH2:50][CH2:49][O:48][CH2:47][CH2:46]3)=[C:8]([O:30][CH3:31])[CH:9]=2)[N:14]=[CH:13][C:12]=1[C:17]#[N:18].